This data is from HIV replication inhibition screening data with 41,000+ compounds from the AIDS Antiviral Screen. The task is: Binary Classification. Given a drug SMILES string, predict its activity (active/inactive) in a high-throughput screening assay against a specified biological target. (1) The drug is COC(=O)CCC(=O)N1Cc2cc(C)ccc2N(C(=O)CCC(=O)OC)Cc2cc(C)ccc21. The result is 0 (inactive). (2) The drug is CC(C)(C)c1cc(COc2c3sc(=S)sc3c(OCc3cc(C(C)(C)C)cc(C(C)(C)C)c3)c3sc(=S)sc23)cc(C(C)(C)C)c1. The result is 0 (inactive). (3) The drug is CC(C)CC12CC3CCC(CNC1=O)C32C. The result is 0 (inactive). (4) The drug is O=C1CCCCC1CN1CCCCC1. The result is 0 (inactive). (5) The molecule is C[B-]1(C)n2cc(Br)c[n+]2[B-](C)(C)n2cc(Br)c[n+]21. The result is 0 (inactive). (6) The molecule is CC(C)CC(NC(=O)c1cccc(O)c1O)C(=O)NCc1cc(CNC(=O)C(CC(C)C)NC(=O)c2cccc(O)c2O)cc(CNC(=O)C(CC(C)C)NC(=O)c2cccc(O)c2O)c1. The result is 0 (inactive).